Dataset: Forward reaction prediction with 1.9M reactions from USPTO patents (1976-2016). Task: Predict the product of the given reaction. (1) Given the reactants C(O[C:6](=[O:45])[NH:7][CH2:8][CH2:9][CH2:10][N:11]1[CH2:16][CH2:15][CH:14]([N:17]2[CH:21]=[C:20]([NH:22][C:23]([C:25]3[CH:26]=[N:27][N:28]4[CH:33]=[CH:32][CH:31]=[N:30][C:29]=34)=[O:24])[C:19]([C:34]3[CH:39]=[C:38]([Cl:40])[CH:37]=[CH:36][C:35]=3[O:41][CH:42]([F:44])[F:43])=[N:18]2)[CH2:13][CH2:12]1)(C)(C)C.[C:46](O)(C(F)(F)F)=O.C(Cl)(=O)C, predict the reaction product. The product is: [ClH:40].[C:6]([NH:7][CH2:8][CH2:9][CH2:10][N:11]1[CH2:12][CH2:13][CH:14]([N:17]2[CH:21]=[C:20]([NH:22][C:23]([C:25]3[CH:26]=[N:27][N:28]4[CH:33]=[CH:32][CH:31]=[N:30][C:29]=34)=[O:24])[C:19]([C:34]3[CH:39]=[C:38]([Cl:40])[CH:37]=[CH:36][C:35]=3[O:41][CH:42]([F:43])[F:44])=[N:18]2)[CH2:15][CH2:16]1)(=[O:45])[CH3:46]. (2) Given the reactants [CH2:1]([O:3][C:4]([C:6]1[CH:11]=[CH:10][N+:9](=[N:12]C(=O)C2C=CC=CC=2)[CH2:8][CH:7]=1)=[O:5])[CH3:2].[Br:21][C:22]1[CH:27]=[CH:26][C:25](/[CH:28]=[CH:29]/I)=[CH:24][CH:23]=1, predict the reaction product. The product is: [Br:21][C:22]1[CH:27]=[CH:26][C:25]([C:28]2[CH:29]=[C:8]3[CH:7]=[C:6]([C:4]([O:3][CH2:1][CH3:2])=[O:5])[CH:11]=[CH:10][N:9]3[N:12]=2)=[CH:24][CH:23]=1. (3) Given the reactants Cl[C:2]1[N:7]=[C:6]([NH:8][C:9]2[CH:14]=[CH:13][C:12]3[O:15][CH2:16][CH2:17][O:18][C:11]=3[CH:10]=2)[C:5]([F:19])=[CH:4][N:3]=1.[F:20][C:21]1[CH:27]=[CH:26][C:24]([NH2:25])=[CH:23][CH:22]=1, predict the reaction product. The product is: [CH2:17]1[CH2:16][O:15][C:12]2[CH:13]=[CH:14][C:9]([NH:8][C:6]3[C:5]([F:19])=[CH:4][N:3]=[C:2]([NH:25][C:24]4[CH:26]=[CH:27][C:21]([F:20])=[CH:22][CH:23]=4)[N:7]=3)=[CH:10][C:11]=2[O:18]1. (4) Given the reactants Cl.[F:2][C:3]1[CH:8]=[CH:7][C:6]([C:9]2[N:14]=[N:13][C:12]([NH2:15])=[N:11][CH:10]=2)=[CH:5][CH:4]=1.Cl[CH:17]([CH2:20][C:21]1[CH:26]=[CH:25][C:24]([O:27][CH3:28])=[CH:23][CH:22]=1)[CH:18]=O.C(O)CCCC, predict the reaction product. The product is: [F:2][C:3]1[CH:4]=[CH:5][C:6]([C:9]2[CH:10]=[N:11][C:12]3[N:13]([C:17]([CH2:20][C:21]4[CH:22]=[CH:23][C:24]([O:27][CH3:28])=[CH:25][CH:26]=4)=[CH:18][N:15]=3)[N:14]=2)=[CH:7][CH:8]=1. (5) Given the reactants [CH2:1]([S:8][C:9]1[C:19]([N+:20]([O-])=O)=[CH:18][C:17]([Cl:23])=[CH:16][C:10]=1[C:11]([O:13][CH2:14][CH3:15])=[O:12])[C:2]1[CH:7]=[CH:6][CH:5]=[CH:4][CH:3]=1.[NH4+].[Cl-], predict the reaction product. The product is: [NH2:20][C:19]1[C:9]([S:8][CH2:1][C:2]2[CH:7]=[CH:6][CH:5]=[CH:4][CH:3]=2)=[C:10]([CH:16]=[C:17]([Cl:23])[CH:18]=1)[C:11]([O:13][CH2:14][CH3:15])=[O:12]. (6) Given the reactants [C:1]([C:5]1[CH:10]=[CH:9][C:8]([C:11]2[N:16]=[C:15]([CH3:17])[C:14]([CH2:18]O)=[CH:13][CH:12]=2)=[CH:7][CH:6]=1)([CH3:4])([CH3:3])[CH3:2].P(Br)(Br)[Br:21].C(=O)([O-])O.[Na+], predict the reaction product. The product is: [Br:21][CH2:18][C:14]1[C:15]([CH3:17])=[N:16][C:11]([C:8]2[CH:9]=[CH:10][C:5]([C:1]([CH3:4])([CH3:3])[CH3:2])=[CH:6][CH:7]=2)=[CH:12][CH:13]=1.